From a dataset of Catalyst prediction with 721,799 reactions and 888 catalyst types from USPTO. Predict which catalyst facilitates the given reaction. (1) Reactant: [OH-].C[N+](C)(C)C.CC(C)([O-])C.[K+].[CH2:13]([CH2:19][C@@H:20]([SH:24])[CH2:21][CH2:22][SH:23])[CH2:14][CH2:15][C:16]([OH:18])=[O:17]. Product: [CH2:21]1[C@@H:20]([CH2:19][CH2:13][CH2:14][CH2:15][C:16]([OH:18])=[O:17])[S:24][S:23][CH2:22]1.[CH2:13]([CH2:19][C@@H:20]([SH:24])[CH2:21][CH2:22][SH:23])[CH2:14][CH2:15][C:16]([OH:18])=[O:17]. The catalyst class is: 3. (2) Reactant: C([N:8]1[CH:12]=[C:11]([CH2:13][CH2:14][CH2:15][O:16][CH2:17][O:18][CH3:19])[C:10]([CH:20]([CH3:22])[CH3:21])=[N:9]1)C1C=CC=CC=1. Product: [CH3:19][O:18][CH2:17][O:16][CH2:15][CH2:14][CH2:13][C:11]1[C:10]([CH:20]([CH3:22])[CH3:21])=[N:9][NH:8][CH:12]=1. The catalyst class is: 481. (3) Reactant: Cl.[CH3:2][CH:3]([CH3:22])[CH2:4][NH:5][CH2:6][C:7]1[S:8][C:9]([C:12]2[CH:17]=[CH:16][CH:15]=[C:14]([S:18]([CH3:21])(=[O:20])=[O:19])[CH:13]=2)=[CH:10][CH:11]=1.C(N(CC)C(C)C)(C)C.[C:32]1([S:38](Cl)(=[O:40])=[O:39])[CH:37]=[CH:36][CH:35]=[CH:34][CH:33]=1. Product: [CH2:4]([N:5]([CH2:6][C:7]1[S:8][C:9]([C:12]2[CH:17]=[CH:16][CH:15]=[C:14]([S:18]([CH3:21])(=[O:20])=[O:19])[CH:13]=2)=[CH:10][CH:11]=1)[S:38]([C:32]1[CH:37]=[CH:36][CH:35]=[CH:34][CH:33]=1)(=[O:40])=[O:39])[CH:3]([CH3:22])[CH3:2]. The catalyst class is: 4. (4) Reactant: [CH3:1][NH:2][CH2:3][CH2:4][NH:5][CH3:6].[CH3:19][C:18]([O:17][C:15](O[C:15]([O:17][C:18]([CH3:21])([CH3:20])[CH3:19])=[O:16])=[O:16])([CH3:21])[CH3:20]. Product: [C:18]([O:17][C:15](=[O:16])[N:2]([CH3:1])[CH2:3][CH2:4][NH:5][CH3:6])([CH3:19])([CH3:20])[CH3:21]. The catalyst class is: 1. (5) Reactant: [CH3:1][O:2][C:3]1[CH:4]=[C:5]([NH2:10])[C:6]([NH2:9])=[CH:7][CH:8]=1.O=[CH:12][C:13]([C:15]1[CH:24]=[CH:23][C:18]([C:19]([O:21][CH3:22])=[O:20])=[CH:17][CH:16]=1)=O. Product: [CH3:1][O:2][C:3]1[CH:4]=[C:5]2[C:6](=[CH:7][CH:8]=1)[N:9]=[C:13]([C:15]1[CH:24]=[CH:23][C:18]([C:19]([O:21][CH3:22])=[O:20])=[CH:17][CH:16]=1)[CH:12]=[N:10]2. The catalyst class is: 15. (6) Reactant: C(OC([N:8](COCC[Si](C)(C)C)[C:9]1[S:10][C@:11]2([C:39]([OH:41])=O)[C@H:13]([C@:14]([C:17]3[CH:22]=[C:21]([NH:23][C:24]([C:26]4[CH:31]=[N:30][C:29]([O:32][CH2:33][C:34]([F:37])([F:36])[F:35])=[CH:28][N:27]=4)=[O:25])[CH:20]=[CH:19][C:18]=3[F:38])([CH3:16])[N:15]=1)[CH2:12]2)=O)(C)(C)C.Cl.[F:51][CH2:52][C:53]([NH2:56])([CH3:55])[CH3:54].C(N(C(C)C)CC)(C)C.F[P-](F)(F)(F)(F)F.C(C(=NO[C+](N(C)C)N1CCOCC1)C(OCC)=O)#N.O.C1(C)C=CC(S(O)(=O)=O)=CC=1. Product: [NH2:8][C:9]1[S:10][C@:11]2([C:39]([NH:56][C:53]([CH3:55])([CH3:54])[CH2:52][F:51])=[O:41])[C@H:13]([C@:14]([C:17]3[CH:22]=[C:21]([NH:23][C:24]([C:26]4[CH:31]=[N:30][C:29]([O:32][CH2:33][C:34]([F:36])([F:37])[F:35])=[CH:28][N:27]=4)=[O:25])[CH:20]=[CH:19][C:18]=3[F:38])([CH3:16])[N:15]=1)[CH2:12]2. The catalyst class is: 18. (7) Reactant: [CH2:1]([N:5]([CH3:22])[C:6]1[CH:11]=[CH:10][C:9]([C:12]2[S:16][C:15]([C:17]([OH:19])=[O:18])=[CH:14][CH:13]=2)=[CH:8][C:7]=1[C:20]#[N:21])[CH2:2][CH2:3][CH3:4].[OH-].[Na+:24]. Product: [CH2:1]([N:5]([CH3:22])[C:6]1[CH:11]=[CH:10][C:9]([C:12]2[S:16][C:15]([C:17]([O-:19])=[O:18])=[CH:14][CH:13]=2)=[CH:8][C:7]=1[C:20]#[N:21])[CH2:2][CH2:3][CH3:4].[Na+:24]. The catalyst class is: 8.